Dataset: Full USPTO retrosynthesis dataset with 1.9M reactions from patents (1976-2016). Task: Predict the reactants needed to synthesize the given product. Given the product [F:25][C:4]1[C:5]([CH3:24])=[C:6]([C:9]2[CH:10]=[N:11][N:12]([C:15]3[CH:23]=[CH:22][C:18]([C:19]([N:32]4[CH2:31][C:28]5([CH2:30][CH2:29]5)[N:27]([CH3:26])[CH2:34][CH2:33]4)=[O:21])=[CH:17][N:16]=3)[C:13]=2[OH:14])[CH:7]=[CH:8][C:3]=1[C:1]#[N:2], predict the reactants needed to synthesize it. The reactants are: [C:1]([C:3]1[CH:8]=[CH:7][C:6]([C:9]2[CH:10]=[N:11][N:12]([C:15]3[CH:23]=[CH:22][C:18]([C:19]([OH:21])=O)=[CH:17][N:16]=3)[C:13]=2[OH:14])=[C:5]([CH3:24])[C:4]=1[F:25])#[N:2].[CH3:26][N:27]1[CH2:34][CH2:33][NH:32][CH2:31][C:28]21[CH2:30][CH2:29]2.